This data is from NCI-60 drug combinations with 297,098 pairs across 59 cell lines. The task is: Regression. Given two drug SMILES strings and cell line genomic features, predict the synergy score measuring deviation from expected non-interaction effect. (1) Drug 1: CN(CC1=CN=C2C(=N1)C(=NC(=N2)N)N)C3=CC=C(C=C3)C(=O)NC(CCC(=O)O)C(=O)O. Drug 2: CCN(CC)CCCC(C)NC1=C2C=C(C=CC2=NC3=C1C=CC(=C3)Cl)OC. Cell line: SF-539. Synergy scores: CSS=35.0, Synergy_ZIP=-7.31, Synergy_Bliss=-12.2, Synergy_Loewe=-12.9, Synergy_HSA=-6.99. (2) Synergy scores: CSS=35.2, Synergy_ZIP=-1.94, Synergy_Bliss=-1.21, Synergy_Loewe=-7.42, Synergy_HSA=-0.843. Drug 2: C1C(C(OC1N2C=NC(=NC2=O)N)CO)O. Drug 1: CCC1=CC2CC(C3=C(CN(C2)C1)C4=CC=CC=C4N3)(C5=C(C=C6C(=C5)C78CCN9C7C(C=CC9)(C(C(C8N6C)(C(=O)OC)O)OC(=O)C)CC)OC)C(=O)OC.C(C(C(=O)O)O)(C(=O)O)O. Cell line: A549.